From a dataset of Catalyst prediction with 721,799 reactions and 888 catalyst types from USPTO. Predict which catalyst facilitates the given reaction. Reactant: [CH2:1]([S:3]([O:6][C:7]1[CH:12]=[CH:11][C:10]([CH3:13])=[CH:9][C:8]=1[CH:14]([C:23]1[CH:28]=[CH:27][CH:26]=[CH:25][CH:24]=1)[CH2:15][CH2:16]C(S([O-])(=O)=O)C)(=[O:5])=[O:4])[CH3:2].[CH:29]([NH:32][CH:33]([CH3:35])[CH3:34])([CH3:31])[CH3:30].[I-].[Na+]. The catalyst class is: 10. Product: [CH:29]([N:32]([CH2:16][CH2:15][CH:14]([C:8]1[CH:9]=[C:10]([CH3:13])[CH:11]=[CH:12][C:7]=1[O:6][S:3]([CH2:1][CH3:2])(=[O:4])=[O:5])[C:23]1[CH:28]=[CH:27][CH:26]=[CH:25][CH:24]=1)[CH:33]([CH3:35])[CH3:34])([CH3:31])[CH3:30].